Dataset: Full USPTO retrosynthesis dataset with 1.9M reactions from patents (1976-2016). Task: Predict the reactants needed to synthesize the given product. (1) Given the product [CH3:1][C:2]1[N:3]([CH2:9][CH2:10][NH2:11])[CH:4]=[CH:5][N:6]=1, predict the reactants needed to synthesize it. The reactants are: [CH3:1][C:2]1[NH:3][CH:4]=[CH:5][N:6]=1.Cl.Cl[CH2:9][CH2:10][NH2:11]. (2) Given the product [CH3:32][O:31][C:30]1[CH:29]=[C:28]2[C:23](=[CH:22][C:21]=1[O:20][CH3:19])[CH2:24][CH2:25][C:26]([C:33]([NH:1][C:2]1[CH:11]=[CH:10][CH:9]=[CH:8][C:3]=1[C:4]([O:6][CH3:7])=[O:5])=[O:34])=[CH:27]2, predict the reactants needed to synthesize it. The reactants are: [NH2:1][C:2]1[CH:11]=[CH:10][CH:9]=[CH:8][C:3]=1[C:4]([O:6][CH3:7])=[O:5].CCN(CC)CC.[CH3:19][O:20][C:21]1[CH:22]=[C:23]2[C:28](=[CH:29][C:30]=1[O:31][CH3:32])[CH:27]=[C:26]([C:33](Cl)=[O:34])[CH2:25][CH2:24]2. (3) Given the product [CH2:1]([C:3]1[C:8]([O:9][C:10]2[C:11]([NH:23][C:24]3[S:28][N:27]=[C:26]([C@H:29]([OH:30])[CH2:33][OH:32])[N:25]=3)=[N:12][CH:13]=[C:14]([S:16][C:17]3[CH:22]=[CH:21][CH:20]=[CH:19][N:18]=3)[CH:15]=2)=[CH:7][CH:6]=[CH:5][N:4]=1)[CH3:2], predict the reactants needed to synthesize it. The reactants are: [CH2:1]([C:3]1[C:8]([O:9][C:10]2[C:11]([NH:23][C:24]3[S:28][N:27]=[C:26]([C@H:29]4[CH2:33][O:32]C5(CCCCC5)[O:30]4)[N:25]=3)=[N:12][CH:13]=[C:14]([S:16][C:17]3[CH:22]=[CH:21][CH:20]=[CH:19][N:18]=3)[CH:15]=2)=[CH:7][CH:6]=[CH:5][N:4]=1)[CH3:2].O.Cl. (4) Given the product [Cl:9][C:10]1[CH:11]=[C:12]([NH:13][C:6]2[N:5]=[CH:4][N:3]=[C:2]([NH:31][CH2:30][CH2:28][OH:29])[CH:7]=2)[CH:14]=[CH:15][C:16]=1[O:17][CH3:18], predict the reactants needed to synthesize it. The reactants are: Cl[C:2]1[CH:7]=[C:6](Cl)[N:5]=[CH:4][N:3]=1.[Cl:9][C:10]1[CH:11]=[C:12]([CH:14]=[CH:15][C:16]=1[O:17][CH3:18])[NH2:13].CCN(C(C)C)C(C)C.[CH2:28]([CH2:30][NH2:31])[OH:29]. (5) Given the product [NH2:1][C:2]1[S:3][C:4]([C:17]2[CH:22]=[CH:21][CH:20]=[C:19]([F:23])[CH:18]=2)=[C:5]([C:7]([N:9]2[CH2:14][C@H:13]3[C@H:11]([CH2:12]3)[C@H:10]2[CH2:15][NH:16][C:30]([C:29]2[N:25]([CH3:24])[N:26]=[C:27]([CH3:33])[CH:28]=2)=[O:31])=[O:8])[N:6]=1, predict the reactants needed to synthesize it. The reactants are: [NH2:1][C:2]1[S:3][C:4]([C:17]2[CH:22]=[CH:21][CH:20]=[C:19]([F:23])[CH:18]=2)=[C:5]([C:7]([N:9]2[CH2:14][C@H:13]3[C@H:11]([CH2:12]3)[C@H:10]2[CH2:15][NH2:16])=[O:8])[N:6]=1.[CH3:24][N:25]1[C:29]([C:30](O)=[O:31])=[CH:28][C:27]([CH3:33])=[N:26]1. (6) Given the product [F:4][C:5]1[CH:6]=[C:7]([N+:12]([O-:14])=[O:13])[CH:8]=[CH:9][C:10]=1[N:15]1[CH2:20][CH2:19][CH2:18][CH2:17][CH2:16]1, predict the reactants needed to synthesize it. The reactants are: C(#N)C.[F:4][C:5]1[CH:6]=[C:7]([N+:12]([O-:14])=[O:13])[CH:8]=[CH:9][C:10]=1F.[NH:15]1[CH2:20][CH2:19][CH2:18][CH2:17][CH2:16]1.